Task: Predict which catalyst facilitates the given reaction.. Dataset: Catalyst prediction with 721,799 reactions and 888 catalyst types from USPTO (1) Reactant: [NH2:1][C:2]1[C:3]([C:8]([NH:10][CH2:11][CH:12]2[CH2:17][CH2:16][CH2:15][CH2:14][CH2:13]2)=[O:9])=[N:4][CH:5]=[CH:6][CH:7]=1.CCN(C(C)C)C(C)C.[C:27]1([C:40](Cl)=[O:41])[C:36]2[C:31](=[CH:32][CH:33]=[CH:34][CH:35]=2)[C:30]([C:37](Cl)=[O:38])=[CH:29][CH:28]=1.CC#N.C1C[O:49]CC1. Product: [CH:12]1([CH2:11][NH:10][C:8]([C:3]2[C:2]([NH:1][C:40]([C:27]3[C:36]4[C:31](=[CH:32][CH:33]=[CH:34][CH:35]=4)[C:30]([C:37]([OH:49])=[O:38])=[CH:29][CH:28]=3)=[O:41])=[CH:7][CH:6]=[CH:5][N:4]=2)=[O:9])[CH2:17][CH2:16][CH2:15][CH2:14][CH2:13]1. The catalyst class is: 74. (2) Reactant: C(=O)([O-])[O-].[K+].[K+].[CH3:7][O:8][C:9](=[O:42])[NH:10][C@H:11]([C:15]([N:17]1[CH2:21][CH2:20][CH2:19][C@H:18]1[C:22]1[NH:23][CH:24]=[C:25]([C:27]2[CH:32]=[CH:31][C:30](B3OC(C)(C)C(C)(C)O3)=[CH:29][CH:28]=2)[N:26]=1)=[O:16])[CH:12]([CH3:14])[CH3:13].[NH2:43][C:44]1[C:45]([Cl:55])=[CH:46][C:47](Br)=[C:48]([C:50]([F:53])([F:52])[F:51])[CH:49]=1. Product: [CH3:7][O:8][C:9](=[O:42])[NH:10][C@H:11]([C:15]([N:17]1[CH2:21][CH2:20][CH2:19][C@H:18]1[C:22]1[NH:23][CH:24]=[C:25]([C:27]2[CH:28]=[CH:29][C:30]([C:47]3[CH:46]=[C:45]([Cl:55])[C:44]([NH2:43])=[CH:49][C:48]=3[C:50]([F:52])([F:53])[F:51])=[CH:31][CH:32]=2)[N:26]=1)=[O:16])[CH:12]([CH3:14])[CH3:13]. The catalyst class is: 398. (3) Reactant: ClC(Cl)(Cl)C[O:4][C:5](=O)[NH:6][C:7]1[N:8]([C:16]2[CH:21]=[CH:20][C:19]([CH3:22])=[CH:18][CH:17]=2)[N:9]=[C:10]([C:12]2([CH3:15])[CH2:14][CH2:13]2)[CH:11]=1.[C:26]([O:30][C:31]([N:33]1[CH2:38][CH2:37][CH:36]([O:39][C:40]2[C:49]3[C:44](=[CH:45][CH:46]=[CH:47][CH:48]=3)[C:43]([NH2:50])=[CH:42][N:41]=2)[CH2:35][CH2:34]1)=[O:32])([CH3:29])([CH3:28])[CH3:27].C(N(C(C)C)CC)(C)C.ClCCl. Product: [C:26]([O:30][C:31]([N:33]1[CH2:34][CH2:35][CH:36]([O:39][C:40]2[C:49]3[C:44](=[CH:45][CH:46]=[CH:47][CH:48]=3)[C:43]([NH:50][C:5]([NH:6][C:7]3[N:8]([C:16]4[CH:17]=[CH:18][C:19]([CH3:22])=[CH:20][CH:21]=4)[N:9]=[C:10]([C:12]4([CH3:15])[CH2:13][CH2:14]4)[CH:11]=3)=[O:4])=[CH:42][N:41]=2)[CH2:37][CH2:38]1)=[O:32])([CH3:29])([CH3:27])[CH3:28]. The catalyst class is: 58. (4) Reactant: [Br:1][C:2]1[CH:3]=[C:4]([CH:37]=[CH:38][CH:39]=1)[C:5]([NH:7][C:8]1[CH:36]=[CH:35][C:11]([O:12][C:13]2[C:18]3[CH:19]4[N:27](C(OC(C)(C)C)=O)[CH2:26][CH2:25][CH2:24][N:20]4[C:21](=[O:23])[NH:22][C:17]=3[N:16]=[CH:15][CH:14]=2)=[CH:10][CH:9]=1)=[O:6].Cl. Product: [Br:1][C:2]1[CH:3]=[C:4]([CH:37]=[CH:38][CH:39]=1)[C:5]([NH:7][C:8]1[CH:9]=[CH:10][C:11]([O:12][C:13]2[C:18]3[CH:19]4[NH:27][CH2:26][CH2:25][CH2:24][N:20]4[C:21](=[O:23])[NH:22][C:17]=3[N:16]=[CH:15][CH:14]=2)=[CH:35][CH:36]=1)=[O:6]. The catalyst class is: 5. (5) Reactant: FC(F)(F)S([O:6][Si:7]([C:10]([CH3:13])([CH3:12])[CH3:11])([CH3:9])[CH3:8])(=O)=O.[N:16]1[C:25]2[CH2:24][CH2:23][CH2:22][C:21](=O)[C:20]=2[CH:19]=[CH:18][CH:17]=1.C(N(CC)CC)C. Product: [C:10]([Si:7]([CH3:9])([CH3:8])[O:6][C:21]1[C:20]2[CH:19]=[CH:18][CH:17]=[N:16][C:25]=2[CH2:24][CH2:23][CH:22]=1)([CH3:13])([CH3:12])[CH3:11]. The catalyst class is: 4. (6) Reactant: C[O:2][C:3](=O)[CH2:4][C:5]1[CH:10]=[C:9]([O:11][CH3:12])[C:8]([C:13]#[N:14])=[CH:7][C:6]=1[Cl:15].[BH4-].[Li+]. Product: [Cl:15][C:6]1[CH:7]=[C:8]([C:13]#[N:14])[C:9]([O:11][CH3:12])=[CH:10][C:5]=1[CH2:4][CH2:3][OH:2]. The catalyst class is: 116. (7) Reactant: [C:1]([O:5][C:6]([N:8]1[C:16]2[CH:15]=[C:14]([C:17]3[CH:18]=[N+:19]([O-])[CH:20]=[CH:21][CH:22]=3)[CH:13]=[CH:12][C:11]=2[C:10]2[CH:24]=[N:25][CH:26]=[CH:27][C:9]1=2)=[O:7])([CH3:4])([CH3:3])[CH3:2].[C:28]1([CH3:48])[CH:33]=[CH:32][C:31]([S:34]([O:37]S(C2C=CC(C)=CC=2)(=O)=O)(=[O:36])=[O:35])=[CH:30][CH:29]=1.[CH3:49][N:50]([CH3:52])[CH3:51].O1CCCC1. Product: [CH3:48][C:28]1[CH:29]=[CH:30][C:31]([S:34]([O-:37])(=[O:36])=[O:35])=[CH:32][CH:33]=1.[C:1]([O:5][C:6]([N:8]1[C:16]2[CH:15]=[C:14]([C:17]3[CH:22]=[CH:21][C:20]([N+:50]([CH3:52])([CH3:51])[CH3:49])=[N:19][CH:18]=3)[CH:13]=[CH:12][C:11]=2[C:10]2[CH:24]=[N:25][CH:26]=[CH:27][C:9]1=2)=[O:7])([CH3:4])([CH3:3])[CH3:2]. The catalyst class is: 2. (8) Reactant: CC1(C)C(C)(C)OB([C:9]2[CH:10]=[C:11]3[C:16](=[C:17]([O:19][CH2:20][O:21][CH2:22][CH2:23][Si:24]([CH3:27])([CH3:26])[CH3:25])[CH:18]=2)[N:15]=[CH:14][N:13]([CH2:28][O:29][CH2:30][CH2:31][Si:32]([CH3:35])([CH3:34])[CH3:33])[C:12]3=[O:36])O1.Br[C:39]1[CH:59]=[CH:58][CH:57]=[CH:56][C:40]=1[CH2:41][O:42][CH2:43][CH2:44][N:45]1[CH2:50][CH2:49][N:48]([CH2:51][C:52]([F:55])([F:54])[F:53])[CH2:47][CH2:46]1.C(=O)([O-])[O-].[K+].[K+].C(OCC)(=O)C.CCCCCCC. Product: [F:55][C:52]([F:53])([F:54])[CH2:51][N:48]1[CH2:47][CH2:46][N:45]([CH2:44][CH2:43][O:42][CH2:41][C:40]2[CH:39]=[CH:59][CH:58]=[CH:57][C:56]=2[C:9]2[CH:10]=[C:11]3[C:16](=[C:17]([O:19][CH2:20][O:21][CH2:22][CH2:23][Si:24]([CH3:26])([CH3:25])[CH3:27])[CH:18]=2)[N:15]=[CH:14][N:13]([CH2:28][O:29][CH2:30][CH2:31][Si:32]([CH3:33])([CH3:35])[CH3:34])[C:12]3=[O:36])[CH2:50][CH2:49]1. The catalyst class is: 688.